Dataset: Reaction yield outcomes from USPTO patents with 853,638 reactions. Task: Predict the reaction yield, written as a fraction of the theoretical maximum amount of product (1.0 means a 100% yield; for example, 0.34 means a 34% yield). The reactants are [CH3:1][C:2]1[CH:3]=[C:4]([C:10]2[CH:15]=[CH:14][C:13]([C:16]([F:19])([F:18])[F:17])=[CH:12][CH:11]=2)[CH:5]=[CH:6][C:7]=1[CH2:8][OH:9].CCN(CC)CC.C1C=CN=CC=1.O=S(=O)=O. The catalyst is CS(C)=O. The product is [CH3:1][C:2]1[CH:3]=[C:4]([C:10]2[CH:15]=[CH:14][C:13]([C:16]([F:17])([F:18])[F:19])=[CH:12][CH:11]=2)[CH:5]=[CH:6][C:7]=1[CH:8]=[O:9]. The yield is 0.760.